This data is from Forward reaction prediction with 1.9M reactions from USPTO patents (1976-2016). The task is: Predict the product of the given reaction. (1) Given the reactants [NH2:1][C:2]1[CH:10]=[CH:9][C:8]([O:11][C:12]([F:15])([F:14])[F:13])=[CH:7][C:3]=1[C:4]([OH:6])=O.Cl.[CH3:17][O:18][C:19](=[O:22])[CH2:20][NH2:21].O.ON1C2C=CC=CC=2N=N1.Cl.C(N=C=NCCCN(C)C)C, predict the reaction product. The product is: [NH2:1][C:2]1[CH:10]=[CH:9][C:8]([O:11][C:12]([F:15])([F:14])[F:13])=[CH:7][C:3]=1[C:4]([NH:21][CH2:20][C:19]([O:18][CH3:17])=[O:22])=[O:6]. (2) Given the reactants C1(N)C(F)=C(F)C(F)=C(N)C=1F.Cl.Cl.[NH:15]1[C:23]2[C:18](=[CH:19][CH:20]=[CH:21][CH:22]=2)[C:17](/[CH:24]=[CH:25]/[C:26]2[CH:39]=[CH:38][C:29]([C:30]([N:32]3[CH2:37][CH2:36][NH:35][CH2:34][CH2:33]3)=[O:31])=[CH:28][CH:27]=2)=[N:16]1.CN1CCOCC1.Cl.C(N=C=NCCCN(C)C)C.O.ON1C2C=CC=CC=2N=N1.[CH2:70]([O:72][CH2:73][C:74](O)=[O:75])[CH3:71], predict the reaction product. The product is: [CH2:70]([O:72][CH2:73][C:74]([N:35]1[CH2:36][CH2:37][N:32]([C:30](=[O:31])[C:29]2[CH:28]=[CH:27][C:26](/[CH:25]=[CH:24]/[C:17]3[C:18]4[C:23](=[CH:22][CH:21]=[CH:20][CH:19]=4)[NH:15][N:16]=3)=[CH:39][CH:38]=2)[CH2:33][CH2:34]1)=[O:75])[CH3:71]. (3) Given the reactants [Cl:1][C:2]1[N:7]=[C:6]([NH:8][C:9]2[CH:10]=[C:11]([CH2:15][CH2:16][C:17]3[N:22]=[C:21]([NH:23]C(=O)OC(C)(C)C)[CH:20]=[CH:19][CH:18]=3)[CH:12]=[CH:13][CH:14]=2)[C:5]([Cl:31])=[CH:4][N:3]=1.[ClH:32], predict the reaction product. The product is: [ClH:1].[ClH:32].[NH2:23][C:21]1[N:22]=[C:17]([CH2:16][CH2:15][C:11]2[CH:10]=[C:9]([NH:8][C:6]3[C:5]([Cl:31])=[CH:4][N:3]=[C:2]([Cl:1])[N:7]=3)[CH:14]=[CH:13][CH:12]=2)[CH:18]=[CH:19][CH:20]=1.